Dataset: CYP2C9 inhibition data for predicting drug metabolism from PubChem BioAssay. Task: Regression/Classification. Given a drug SMILES string, predict its absorption, distribution, metabolism, or excretion properties. Task type varies by dataset: regression for continuous measurements (e.g., permeability, clearance, half-life) or binary classification for categorical outcomes (e.g., BBB penetration, CYP inhibition). Dataset: cyp2c9_veith. The drug is CC(C)c1c(CN(C)[C@@H](C)Cc2ccccc2)n(C)n(-c2ccccc2)c1=O. The result is 1 (inhibitor).